Regression. Given a peptide amino acid sequence and an MHC pseudo amino acid sequence, predict their binding affinity value. This is MHC class II binding data. From a dataset of Peptide-MHC class II binding affinity with 134,281 pairs from IEDB. (1) The peptide sequence is SLVRCHDHYLCRHCL. The MHC is DRB1_0101 with pseudo-sequence DRB1_0101. The binding affinity (normalized) is 0.118. (2) The binding affinity (normalized) is 0.382. The MHC is HLA-DPA10201-DPB10101 with pseudo-sequence HLA-DPA10201-DPB10101. The peptide sequence is ILQITQYLDFLLL. (3) The peptide sequence is EILELAQSETCSPGGQ. The MHC is DRB1_0101 with pseudo-sequence DRB1_0101. The binding affinity (normalized) is 0.510. (4) The peptide sequence is TQARAAAAAFEQAHA. The MHC is DRB3_0101 with pseudo-sequence DRB3_0101. The binding affinity (normalized) is 0.0973. (5) The peptide sequence is SVLLTLVALAG. The MHC is HLA-DPA10201-DPB10501 with pseudo-sequence HLA-DPA10201-DPB10501. The binding affinity (normalized) is 0.284. (6) The peptide sequence is VKFHTQAFSAHGSGR. The MHC is DRB1_0701 with pseudo-sequence DRB1_0701. The binding affinity (normalized) is 0.571. (7) The peptide sequence is AYVATVSEALRIIAG. The MHC is HLA-DQA10501-DQB10301 with pseudo-sequence HLA-DQA10501-DQB10301. The binding affinity (normalized) is 0.585. (8) The peptide sequence is RKGVLFNIQYVNYWF. The MHC is DRB1_1602 with pseudo-sequence DRB1_1602. The binding affinity (normalized) is 0.191. (9) The peptide sequence is EKKYFAATQFNPLAA. The MHC is DRB1_0701 with pseudo-sequence DRB1_0701. The binding affinity (normalized) is 0.723.